From a dataset of Catalyst prediction with 721,799 reactions and 888 catalyst types from USPTO. Predict which catalyst facilitates the given reaction. Reactant: [CH3:1][C:2]1([C:5]2[CH:10]=[CH:9][C:8]([CH2:11][OH:12])=[CH:7][C:6]=2[C:13]([F:16])([F:15])[F:14])[CH2:4][CH2:3]1.[CH2:17]([O:19][C:20](=[O:44])[CH2:21][CH2:22][N:23]([C:37]([O:39][C:40]([CH3:43])([CH3:42])[CH3:41])=[O:38])[CH2:24][C:25]([N:27]1[C:35]2[C:30](=[CH:31][C:32](O)=[CH:33][CH:34]=2)[CH2:29][CH2:28]1)=[O:26])[CH3:18].C1(P(C2C=CC=CC=2)C2C=CC=CC=2)C=CC=CC=1.CCOC(/N=N/C(OCC)=O)=O. Product: [CH2:17]([O:19][C:20](=[O:44])[CH2:21][CH2:22][N:23]([C:37]([O:39][C:40]([CH3:43])([CH3:42])[CH3:41])=[O:38])[CH2:24][C:25]([N:27]1[C:35]2[C:30](=[CH:31][C:32]([O:12][CH2:11][C:8]3[CH:9]=[CH:10][C:5]([C:2]4([CH3:1])[CH2:3][CH2:4]4)=[C:6]([C:13]([F:14])([F:15])[F:16])[CH:7]=3)=[CH:33][CH:34]=2)[CH2:29][CH2:28]1)=[O:26])[CH3:18]. The catalyst class is: 1.